This data is from Forward reaction prediction with 1.9M reactions from USPTO patents (1976-2016). The task is: Predict the product of the given reaction. (1) Given the reactants F[C:2]1[CH:7]=[CH:6][C:5]([N+:8]([O-:10])=[O:9])=[CH:4][C:3]=1[O:11][CH3:12].[OH:13][C:14]1[CH:19]=[CH:18][CH:17]=[CH:16][N:15]=1.C(=O)([O-])[O-].[Cs+].[Cs+], predict the reaction product. The product is: [CH3:12][O:11][C:3]1[CH:4]=[C:5]([N+:8]([O-:10])=[O:9])[CH:6]=[CH:7][C:2]=1[N:15]1[CH:16]=[CH:17][CH:18]=[CH:19][C:14]1=[O:13]. (2) Given the reactants [Cl:1][C:2]1[CH:7]=[C:6]([CH3:8])[CH:5]=[C:4]([CH3:9])[C:3]=1[N:10]=[C:11]([C:13]1[N:18]=[C:17]([C:19](=O)[CH3:20])[CH:16]=[CH:15][CH:14]=1)[CH3:12].[CH2:22]([C:24]1[CH:30]=[CH:29][CH:28]=[C:27]([CH2:31][CH3:32])[C:25]=1[NH2:26])[CH3:23], predict the reaction product. The product is: [Cl:1][C:2]1[CH:7]=[C:6]([CH3:8])[CH:5]=[C:4]([CH3:9])[C:3]=1[N:10]=[C:11]([C:13]1[CH:14]=[CH:15][CH:16]=[C:17]([C:19](=[N:26][C:25]2[C:27]([CH2:31][CH3:32])=[CH:28][CH:29]=[CH:30][C:24]=2[CH2:22][CH3:23])[CH3:20])[N:18]=1)[CH3:12]. (3) Given the reactants [O:1]=[C:2]1[C:7]2[CH:8]=[CH:9][CH:10]=[CH:11][C:6]=2[S:5][C:4]([C:12]2[CH:17]=[C:16]([CH2:18][CH2:19][NH:20]C(=O)OC(C)(C)C)[CH:15]=[CH:14][N:13]=2)=[N:3]1.[ClH:28], predict the reaction product. The product is: [ClH:28].[NH2:20][CH2:19][CH2:18][C:16]1[CH:15]=[CH:14][N:13]=[C:12]([C:4]2[S:5][C:6]3[CH:11]=[CH:10][CH:9]=[CH:8][C:7]=3[C:2](=[O:1])[N:3]=2)[CH:17]=1. (4) The product is: [F:63][C:62]1[CH:61]=[CH:60][CH:59]=[C:58]([F:64])[C:57]=1[NH:54][C:55](=[O:56])[NH:32][C:33]1[CH:34]=[CH:35][C:36]([C:39]2[S:43][C:42]([CH:44]3[CH2:45][CH2:46][CH:47]([C:50]([O:52][CH3:53])=[O:51])[CH2:48][CH2:49]3)=[N:41][CH:40]=2)=[CH:37][CH:38]=1. Given the reactants FC(F)(F)C1C=C(NC(=O)NC2C=CC(C3SC(CCC(OC)=O)=NC=3)=CC=2)C=CC=1.[NH2:32][C:33]1[CH:38]=[CH:37][C:36]([C:39]2[S:43][C:42]([CH:44]3[CH2:49][CH2:48][CH:47]([C:50]([O:52][CH3:53])=[O:51])[CH2:46][CH2:45]3)=[N:41][CH:40]=2)=[CH:35][CH:34]=1.[N:54]([C:57]1[C:62]([F:63])=[CH:61][CH:60]=[CH:59][C:58]=1[F:64])=[C:55]=[O:56], predict the reaction product. (5) Given the reactants [CH3:1][C:2]1[CH:7]=[CH:6][C:5]([C:8]#[C:9][C:10]([NH2:12])=[O:11])=[CH:4][CH:3]=1.[CH3:13][CH2:14][CH2:15][CH2:16][SnH:17]([CH2:22][CH2:23][CH2:24][CH3:25])[CH2:18][CH2:19][CH2:20][CH3:21], predict the reaction product. The product is: [CH3:1][C:2]1[CH:3]=[CH:4][C:5](/[CH:8]=[C:9](/[Sn:17]([CH2:18][CH2:19][CH2:20][CH3:21])([CH2:22][CH2:23][CH2:24][CH3:25])[CH2:16][CH2:15][CH2:14][CH3:13])\[C:10]([NH2:12])=[O:11])=[CH:6][CH:7]=1.